From a dataset of Full USPTO retrosynthesis dataset with 1.9M reactions from patents (1976-2016). Predict the reactants needed to synthesize the given product. (1) Given the product [F:54][C:26]([F:25])([F:53])[C:27]1[CH:32]=[CH:31][C:30]([CH:33]2[CH2:42][CH2:41][C:40]3[C:35](=[CH:36][CH:37]=[C:38]([O:43][C:44]4[N:45]=[CH:46][C:47]([NH2:50])=[CH:48][CH:49]=4)[CH:39]=3)[O:34]2)=[CH:29][CH:28]=1, predict the reactants needed to synthesize it. The reactants are: NC1C=CC(OC2C=C3C(=CC=2)OC(C2C=CC=CC=2)CC3)=NC=1.[F:25][C:26]([F:54])([F:53])[C:27]1[CH:32]=[CH:31][C:30]([CH:33]2[CH2:42][CH2:41][C:40]3[C:35](=[CH:36][CH:37]=[C:38]([O:43][C:44]4[CH:49]=[CH:48][C:47]([N+:50]([O-])=O)=[CH:46][N:45]=4)[CH:39]=3)[O:34]2)=[CH:29][CH:28]=1. (2) The reactants are: [H-].[Na+].[Cl:3][C:4]1[CH:9]=[CH:8][C:7]([C:10]2[C:14]([CH2:15][OH:16])=[CH:13][O:12][N:11]=2)=[CH:6][CH:5]=1.Cl[C:18]1[CH:27]=[CH:26][C:21]([C:22]([O:24][CH3:25])=[O:23])=[CH:20][N:19]=1.[Cl-].[Na+]. Given the product [CH3:25][O:24][C:22](=[O:23])[C:21]1[CH:26]=[CH:27][C:18]([O:16][CH2:15][C:14]2[C:10]([C:7]3[CH:6]=[CH:5][C:4]([Cl:3])=[CH:9][CH:8]=3)=[N:11][O:12][CH:13]=2)=[N:19][CH:20]=1, predict the reactants needed to synthesize it. (3) Given the product [CH2:12]1[C@@H:13]([C:14]#[N:15])[N:8]([C:6]([C@@H:5]([NH2:4])[C:16]23[CH2:17][C:18]4([OH:26])[CH2:24][CH:22]([CH2:21][CH:20]([CH2:19]4)[CH2:25]2)[CH2:23]3)=[O:7])[C@@H:9]2[C@H:11]1[CH2:10]2.[OH2:7], predict the reactants needed to synthesize it. The reactants are: CC(=[N:4][C@@H:5]([C:16]12[CH2:25][CH:20]3[CH2:21][CH:22]([CH2:24][C:18]([OH:26])([CH2:19]3)[CH2:17]1)[CH2:23]2)[C:6]([N:8]1[C@H:13]([C:14]#[N:15])[CH2:12][C@H:11]2[C@@H:9]1[CH2:10]2)=[O:7])C. (4) Given the product [C:35]([O:34][C:33](=[O:39])[N:32]([CH2:31][CH:30]([O:29][Si:22]([C:25]([CH3:28])([CH3:27])[CH3:26])([CH3:23])[CH3:24])[CH2:41][O:42][C:43]1[CH:44]=[CH:45][CH:46]=[C:47]([C:11]2[N:10]=[C:9]3[N:5]([C:1]([CH3:4])([CH3:3])[CH3:2])[N:6]=[CH:7][C:8]3=[C:13]([NH:14][CH:15]3[CH2:20][CH2:19][O:18][CH2:17][CH2:16]3)[N:12]=2)[CH:48]=1)[CH3:40])([CH3:36])([CH3:38])[CH3:37], predict the reactants needed to synthesize it. The reactants are: [C:1]([N:5]1[C:9]2=[N:10][C:11](Cl)=[N:12][C:13]([NH:14][CH:15]3[CH2:20][CH2:19][O:18][CH2:17][CH2:16]3)=[C:8]2[CH:7]=[N:6]1)([CH3:4])([CH3:3])[CH3:2].[Si:22]([O:29][CH:30]([CH2:41][O:42][C:43]1[CH:48]=[CH:47][CH:46]=[C:45](B2OC(C)(C)C(C)(C)O2)[CH:44]=1)[CH2:31][N:32]([CH3:40])[C:33](=[O:39])[O:34][C:35]([CH3:38])([CH3:37])[CH3:36])([C:25]([CH3:28])([CH3:27])[CH3:26])([CH3:24])[CH3:23].C([O-])(O)=O.[Na+]. (5) Given the product [CH2:36]([C:2]1[N:3]=[C:4]2[C:10]([CH2:11][CH3:12])=[C:9]([C:13]3[CH:14]=[CH:15][C:16]([C:19]4([CH3:24])[O:20][CH2:21][CH2:22][O:23]4)=[CH:17][CH:18]=3)[N:8]([CH2:25][O:26][CH2:27][CH2:28][Si:29]([CH3:30])([CH3:32])[CH3:31])[C:5]2=[N:6][CH:7]=1)[CH:35]=[CH2:34], predict the reactants needed to synthesize it. The reactants are: Br[C:2]1[N:3]=[C:4]2[C:10]([CH2:11][CH3:12])=[C:9]([C:13]3[CH:18]=[CH:17][C:16]([C:19]4([CH3:24])[O:23][CH2:22][CH2:21][O:20]4)=[CH:15][CH:14]=3)[N:8]([CH2:25][O:26][CH2:27][CH2:28][Si:29]([CH3:32])([CH3:31])[CH3:30])[C:5]2=[N:6][CH:7]=1.[Li][CH2:34][CH2:35][CH2:36]C.C([Cu])#N.C(Br)C=C.C([O-])(O)=O.[Na+]. (6) Given the product [O:20]=[C:14]1[CH:13]([N:7]2[CH2:6][C:5]3[C:9](=[CH:10][CH:11]=[C:3]([CH2:2][NH:1][C:28](=[O:29])[C:27]([F:32])([F:26])[CH3:31])[CH:4]=3)[C:8]2=[O:12])[CH2:18][CH2:17][C:16](=[O:19])[NH:15]1, predict the reactants needed to synthesize it. The reactants are: [NH2:1][CH2:2][C:3]1[CH:4]=[C:5]2[C:9](=[CH:10][CH:11]=1)[C:8](=[O:12])[N:7]([CH:13]1[CH2:18][CH2:17][C:16](=[O:19])[NH:15][C:14]1=[O:20])[CH2:6]2.S(O)(=O)(=O)C.[F:26][C:27]([F:32])([CH3:31])[C:28](O)=[O:29].C(N(C(C)C)CC)(C)C.F[P-](F)(F)(F)(F)F.CN(C(N(C)C)=[N+]1C2C(=NC=CC=2)[N+]([O-])=N1)C.